Dataset: Reaction yield outcomes from USPTO patents with 853,638 reactions. Task: Predict the reaction yield, written as a fraction of the theoretical maximum amount of product (1.0 means a 100% yield; for example, 0.34 means a 34% yield). (1) The reactants are F[C:2]1[CH:9]=[CH:8][C:5]([C:6]#[N:7])=[C:4]([C:10]([F:13])([F:12])[F:11])[CH:3]=1.[I:14][C:15]1[CH:20]=[CH:19][C:18]([OH:21])=[CH:17][CH:16]=1.C(=O)([O-])[O-].[Na+].[Na+]. The catalyst is CN(C=O)C.O. The product is [I:14][C:15]1[CH:20]=[CH:19][C:18]([O:21][C:2]2[CH:9]=[CH:8][C:5]([C:6]#[N:7])=[C:4]([C:10]([F:13])([F:12])[F:11])[CH:3]=2)=[CH:17][CH:16]=1. The yield is 0.690. (2) The reactants are [CH:1]1([C:4]2[C:5]3[C:9]([CH:10]=[CH:11][CH:12]=2)=[N:8][N:7]2[C:13]([CH:18]4[CH2:23][CH2:22][N:21](C(OC(C)(C)C)=O)[CH2:20][CH2:19]4)=[CH:14][C:15](=[O:17])[NH:16][C:6]=32)[CH2:3][CH2:2]1.[ClH:31]. The catalyst is O1CCOCC1. The product is [ClH:31].[CH:1]1([C:4]2[C:5]3[C:9]([CH:10]=[CH:11][CH:12]=2)=[N:8][N:7]2[C:13]([CH:18]4[CH2:23][CH2:22][NH:21][CH2:20][CH2:19]4)=[CH:14][C:15](=[O:17])[NH:16][C:6]=32)[CH2:2][CH2:3]1. The yield is 0.940.